This data is from Reaction yield outcomes from USPTO patents with 853,638 reactions. The task is: Predict the reaction yield, written as a fraction of the theoretical maximum amount of product (1.0 means a 100% yield; for example, 0.34 means a 34% yield). (1) The reactants are [NH2:1][C:2]1[C:11]2[C:6](=[C:7](Br)[CH:8]=[CH:9][CH:10]=2)[N:5]=[N:4][C:3]=1[C:13]([NH:15][CH2:16][CH2:17][CH3:18])=[O:14].[F:19][C:20]([F:35])([F:34])[C:21]1[CH:22]=[C:23](B(O)O)[CH:24]=[C:25]([C:27]([F:30])([F:29])[F:28])[CH:26]=1. No catalyst specified. The product is [NH2:1][C:2]1[C:11]2[C:6](=[C:7]([C:23]3[CH:24]=[C:25]([C:27]([F:30])([F:28])[F:29])[CH:26]=[C:21]([C:20]([F:19])([F:35])[F:34])[CH:22]=3)[CH:8]=[CH:9][CH:10]=2)[N:5]=[N:4][C:3]=1[C:13]([NH:15][CH2:16][CH2:17][CH3:18])=[O:14]. The yield is 0.940. (2) The reactants are Br[C:2]1[CH:7]=[CH:6][C:5]([S:8]([NH:11][CH:12]2[CH2:14][CH2:13]2)(=[O:10])=[O:9])=[C:4]([F:15])[CH:3]=1.[C:16]([C:18]1[N:22]([CH3:23])[C:21](B(O)O)=[CH:20][CH:19]=1)#[N:17].[F-].[K+].C(P(C(C)(C)C)C(C)(C)C)(C)(C)C. The catalyst is C1C=CC(/C=C/C(/C=C/C2C=CC=CC=2)=O)=CC=1.C1C=CC(/C=C/C(/C=C/C2C=CC=CC=2)=O)=CC=1.C1C=CC(/C=C/C(/C=C/C2C=CC=CC=2)=O)=CC=1.[Pd].[Pd]. The product is [C:16]([C:18]1[N:22]([CH3:23])[C:21]([C:2]2[CH:7]=[CH:6][C:5]([S:8]([NH:11][CH:12]3[CH2:14][CH2:13]3)(=[O:10])=[O:9])=[C:4]([F:15])[CH:3]=2)=[CH:20][CH:19]=1)#[N:17]. The yield is 0.240. (3) The reactants are [CH3:1][O:2][C:3]1[CH:8]=[CH:7][C:6]([C:9](=[O:17])[CH2:10][C:11]2[CH:16]=[CH:15][CH:14]=[CH:13][CH:12]=2)=[C:5]([C:18]#[C:19][CH2:20][CH:21]([CH3:23])[CH3:22])[CH:4]=1.C[Si]([N-][Si](C)(C)C)(C)C.[K+]. The catalyst is C1(C)C=CC=CC=1. The product is [CH3:1][O:2][C:3]1[CH:4]=[C:5]2[C:6](=[CH:7][CH:8]=1)[C:9]([OH:17])=[C:10]([C:11]1[CH:16]=[CH:15][CH:14]=[CH:13][CH:12]=1)[C:19]([CH2:20][CH:21]([CH3:23])[CH3:22])=[CH:18]2. The yield is 0.910. (4) The reactants are C(OC(N1CCN(C2N=CC(C3C=CC(F)=CC=3)=CN=2)CC1)=O)(C)(C)C.[C:27]([O:31][C:32]([N:34]1[CH2:39][CH2:38][N:37]([C:40]2[CH:45]=[CH:44][C:43](Br)=[CH:42][N:41]=2)[CH2:36][CH2:35]1)=[O:33])([CH3:30])([CH3:29])[CH3:28].[Cl:47][C:48]1[CH:53]=[CH:52][C:51](B(O)O)=[CH:50][CH:49]=1. No catalyst specified. The product is [C:27]([O:31][C:32]([N:34]1[CH2:39][CH2:38][N:37]([C:40]2[CH:45]=[CH:44][C:43]([C:51]3[CH:52]=[CH:53][C:48]([Cl:47])=[CH:49][CH:50]=3)=[CH:42][N:41]=2)[CH2:36][CH2:35]1)=[O:33])([CH3:30])([CH3:29])[CH3:28]. The yield is 0.990. (5) The reactants are [Br:1][C:2]1[CH:10]=[C:9]([C:11]([F:14])([F:13])[F:12])[CH:8]=[CH:7][C:3]=1[C:4]([OH:6])=[O:5].[C:15](=O)([O-])[O-].[K+].[K+].CI.O. The catalyst is CN(C=O)C. The product is [CH3:15][O:5][C:4](=[O:6])[C:3]1[CH:7]=[CH:8][C:9]([C:11]([F:12])([F:13])[F:14])=[CH:10][C:2]=1[Br:1]. The yield is 0.830. (6) The reactants are I[C:2]1[CH:7]=[C:6]([O:8][CH:9]([CH3:11])[CH3:10])[CH:5]=[C:4]([O:12][CH:13]([CH3:15])[CH3:14])[CH:3]=1.[OH:16][CH2:17][C@@H:18]1[C@:27]2([CH3:28])[C@H:22]([C:23]([CH3:30])([CH3:29])[CH2:24][CH2:25][CH2:26]2)[CH2:21][CH2:20][C@@:19]1([CH3:32])[OH:31].C([O-])([O-])=O.[Cs+].[Cs+].COCCOCCOC. The catalyst is CCOC(C)=O.[Cu]I.C1(C)C=CC=CC=1. The product is [CH3:14][CH:13]([O:12][C:4]1[CH:3]=[C:2]([CH:7]=[C:6]([O:8][CH:9]([CH3:11])[CH3:10])[CH:5]=1)[O:16][CH2:17][C@@H:18]1[C@:27]2([CH3:28])[C@H:22]([C:23]([CH3:30])([CH3:29])[CH2:24][CH2:25][CH2:26]2)[CH2:21][CH2:20][C@@:19]1([CH3:32])[OH:31])[CH3:15]. The yield is 0.660. (7) The catalyst is [Pd]. The yield is 0.810. The reactants are [NH2:1][C:2]1[C:3]([C:25](OCC)=[O:26])=[N:4][C:5]([NH:17][C:18]2[CH:23]=[CH:22][CH:21]=[CH:20][C:19]=2[OH:24])=[N:6][C:7]=1[NH:8][C:9]1[CH:14]=[CH:13][CH:12]=[CH:11][C:10]=1[O:15][CH3:16].OC1C=CC=CC=1[NH:37]C1N=C(C(OCC)=O)C([N+]([O-])=O)=C(NC2C=CC=CC=2OC)N=1.[CH2:61]([OH:63])C. The product is [OH:24][C:19]1[CH:20]=[CH:21][CH:22]=[CH:23][C:18]=1[NH:17][C:5]1[N:6]=[C:7]2[C:2]([NH:1][C:61](=[O:63])[N:8]2[C:9]2[CH:14]=[CH:13][CH:12]=[CH:11][C:10]=2[O:15][CH3:16])=[C:3]([C:25]([NH2:37])=[O:26])[N:4]=1. (8) The reactants are [Br:1][C:2]1[CH:7]=[CH:6][C:5]([NH:8][C:9]2[C:10]([C:18](O)=[O:19])=[CH:11][N:12]([CH3:17])[C:13](=[O:16])[C:14]=2[F:15])=[C:4]([F:21])[CH:3]=1.CCN=C=NCCCN(C)C.C1C=CC2N(O)[N:40]=[N:39]C=2C=1.NN.CCN(CC)CC. The catalyst is CN(C=O)C.CCOC(C)=O. The product is [Br:1][C:2]1[CH:7]=[CH:6][C:5]([NH:8][C:9]2[C:10]([C:18]([NH:39][NH2:40])=[O:19])=[CH:11][N:12]([CH3:17])[C:13](=[O:16])[C:14]=2[F:15])=[C:4]([F:21])[CH:3]=1. The yield is 0.890. (9) The reactants are [CH3:1][C@H:2]1[CH2:7][CH2:6][CH2:5][C@@H:4]([CH3:8])[N:3]1[CH2:9][C:10]1[CH:15]=[CH:14][C:13](B2OC(C)(C)C(C)(C)O2)=[CH:12][CH:11]=1.I[C:26]1[CH:39]=[N:38][C:29]2[NH:30][C:31]3[CH:36]=[N:35][C:34]([Br:37])=[CH:33][C:32]=3[C:28]=2[CH:27]=1. The catalyst is C(=O)([O-])[O-].[Na+].[Na+].C1COCC1.C(Cl)Cl. The product is [Br:37][C:34]1[N:35]=[CH:36][C:31]2[NH:30][C:29]3[N:38]=[CH:39][C:26]([C:13]4[CH:12]=[CH:11][C:10]([CH2:9][N:3]5[C@H:4]([CH3:8])[CH2:5][CH2:6][CH2:7][C@@H:2]5[CH3:1])=[CH:15][CH:14]=4)=[CH:27][C:28]=3[C:32]=2[CH:33]=1. The yield is 0.390.